From a dataset of Peptide-MHC class II binding affinity with 134,281 pairs from IEDB. Regression. Given a peptide amino acid sequence and an MHC pseudo amino acid sequence, predict their binding affinity value. This is MHC class II binding data. (1) The peptide sequence is MTSRFMTDPHAMRDM. The MHC is HLA-DPA10201-DPB10501 with pseudo-sequence HLA-DPA10201-DPB10501. The binding affinity (normalized) is 0.0228. (2) The peptide sequence is SEFENDEHIILYLVN. The MHC is DRB1_0901 with pseudo-sequence DRB1_0901. The binding affinity (normalized) is 0.227. (3) The peptide sequence is AAATAGTTVYGAFPA. The MHC is HLA-DQA10501-DQB10301 with pseudo-sequence HLA-DQA10501-DQB10301. The binding affinity (normalized) is 0.746.